This data is from Forward reaction prediction with 1.9M reactions from USPTO patents (1976-2016). The task is: Predict the product of the given reaction. Given the reactants [Cl:1][C:2]1[N:3]=[N:4][CH:5]=[C:6]([O:9][CH3:10])[C:7]=1[OH:8].[H-].[Na+].[CH2:13](Br)[C:14]1[CH:19]=[CH:18][CH:17]=[CH:16][CH:15]=1, predict the reaction product. The product is: [CH2:13]([N:4]1[CH:5]=[C:6]([O:9][CH3:10])[C:7](=[O:8])[C:2]([Cl:1])=[N:3]1)[C:14]1[CH:19]=[CH:18][CH:17]=[CH:16][CH:15]=1.